Dataset: Forward reaction prediction with 1.9M reactions from USPTO patents (1976-2016). Task: Predict the product of the given reaction. (1) Given the reactants Cl.Cl.Cl.[NH:4]1[CH2:9][CH2:8][CH:7]([NH:10][C:11]2[CH:12]=[CH:13][C:14]3[N:15]([C:17]([C:20]4[CH:25]=[CH:24][N:23]=[CH:22][CH:21]=4)=[CH:18][N:19]=3)[N:16]=2)[CH2:6][CH2:5]1.[C:26](OC(=O)C)(=[O:28])[CH3:27].C(N(CC)CC)C, predict the reaction product. The product is: [C:26]([N:4]1[CH2:9][CH2:8][CH:7]([NH:10][C:11]2[CH:12]=[CH:13][C:14]3[N:15]([C:17]([C:20]4[CH:25]=[CH:24][N:23]=[CH:22][CH:21]=4)=[CH:18][N:19]=3)[N:16]=2)[CH2:6][CH2:5]1)(=[O:28])[CH3:27]. (2) Given the reactants [C:1]([C:3]1[CH:4]=[N:5][N:6]2[C:11]([C:12]([F:15])([F:14])[F:13])=[CH:10][C:9]([C:16]3[CH:21]=[CH:20][C:19]([C:22]([F:25])([F:24])[F:23])=[CH:18][CH:17]=3)=[N:8][C:7]=12)#[CH:2].Br[C:27]1[S:31][C:30]([S:32]([NH2:35])(=[O:34])=[O:33])=[CH:29][CH:28]=1, predict the reaction product. The product is: [F:15][C:12]([F:14])([F:13])[C:11]1[N:6]2[N:5]=[CH:4][C:3]([C:1]#[C:2][C:27]3[S:31][C:30]([S:32]([NH2:35])(=[O:34])=[O:33])=[CH:29][CH:28]=3)=[C:7]2[N:8]=[C:9]([C:16]2[CH:21]=[CH:20][C:19]([C:22]([F:25])([F:24])[F:23])=[CH:18][CH:17]=2)[CH:10]=1. (3) Given the reactants [Cl:1][C:2]1[CH:7]=[C:6]([Cl:8])[CH:5]=[CH:4][C:3]=1[C:9]1[C:27](=[O:28])[N:26]([CH3:29])[C:12]2[N:13]([CH3:25])[C:14]3[C:19]([C:11]=2[CH:10]=1)=[CH:18][C:17]([C:20]1[NH:21][N:22]=[CH:23][CH:24]=1)=[CH:16][CH:15]=3.[CH3:30][N:31]([CH3:36])[S:32](Cl)(=[O:34])=[O:33], predict the reaction product. The product is: [CH3:30][N:31]([CH3:36])[S:32]([N:22]1[CH:23]=[CH:24][C:20]([C:17]2[CH:18]=[C:19]3[C:14](=[CH:15][CH:16]=2)[N:13]([CH3:25])[C:12]2[N:26]([CH3:29])[C:27](=[O:28])[C:9]([C:3]4[CH:4]=[CH:5][C:6]([Cl:8])=[CH:7][C:2]=4[Cl:1])=[CH:10][C:11]3=2)=[N:21]1)(=[O:34])=[O:33]. (4) Given the reactants [CH:1]1(B(O)O)[CH2:3][CH2:2]1.Br[C:8]1[CH:13]=[CH:12][C:11]([F:14])=[C:10]([N+:15]([O-:17])=[O:16])[CH:9]=1.C(=O)([O-])[O-].[K+].[K+], predict the reaction product. The product is: [CH:1]1([C:8]2[CH:13]=[CH:12][C:11]([F:14])=[C:10]([N+:15]([O-:17])=[O:16])[CH:9]=2)[CH2:3][CH2:2]1.